Dataset: Catalyst prediction with 721,799 reactions and 888 catalyst types from USPTO. Task: Predict which catalyst facilitates the given reaction. (1) Reactant: [N+:1]([C:4]1[CH:9]=[CH:8][C:7]([O:10][C:11]2[C:19]3[CH2:18][O:17][CH2:16][C:15]=3[CH:14]=[CH:13][CH:12]=2)=[CH:6][CH:5]=1)([O-])=O.O.NN. Product: [CH2:16]1[C:15]2[CH:14]=[CH:13][CH:12]=[C:11]([O:10][C:7]3[CH:8]=[CH:9][C:4]([NH2:1])=[CH:5][CH:6]=3)[C:19]=2[CH2:18][O:17]1. The catalyst class is: 29. (2) Reactant: [C:1]1([C:7]2[C:8]([C:12]([OH:14])=O)=[N:9][NH:10][CH:11]=2)[CH:6]=[CH:5][CH:4]=[CH:3][CH:2]=1.[NH2:15][C:16]1[CH:21]=[CH:20][CH:19]=[CH:18][CH:17]=1.CCN=C=NCCCN(C)C.C1C=CC2N(O)N=NC=2C=1. Product: [C:16]1([NH:15][C:12]([C:8]2[C:7]([C:1]3[CH:2]=[CH:3][CH:4]=[CH:5][CH:6]=3)=[CH:11][NH:10][N:9]=2)=[O:14])[CH:21]=[CH:20][CH:19]=[CH:18][CH:17]=1. The catalyst class is: 3. (3) Reactant: [Br:1][C:2]1[CH:3]=[C:4]2[C:12](=[C:13]([C:15](=[O:17])[NH2:16])[CH:14]=1)[NH:11][C:10]1[CH2:9][CH2:8][CH:7]([C:18]([O:20]CC)=[O:19])[CH2:6][C:5]2=1.[Li+].[OH-]. Product: [Br:1][C:2]1[CH:3]=[C:4]2[C:12](=[C:13]([C:15](=[O:17])[NH2:16])[CH:14]=1)[NH:11][C:10]1[CH2:9][CH2:8][CH:7]([C:18]([OH:20])=[O:19])[CH2:6][C:5]2=1. The catalyst class is: 636. (4) Reactant: [Cl:1][C:2]1[CH:7]=[C:6]([NH2:8])[CH:5]=[C:4](Cl)[N:3]=1.[CH3:10][O-:11].[Na+].CO. Product: [Cl:1][C:2]1[CH:7]=[C:6]([NH2:8])[CH:5]=[C:4]([O:11][CH3:10])[N:3]=1. The catalyst class is: 6. (5) Reactant: C(N(CC)CC)C.[CH3:8][O:9][C:10]1[CH:11]=[C:12]2[C:21](=[CH:22][CH:23]=1)[N:20]=[CH:19][C:18]1[O:17][CH2:16][C:15](C(O)=O)=[CH:14][C:13]2=1.C1(P(N=[N+]=[N-])(C2C=CC=CC=2)=[O:34])C=CC=CC=1.Cl. Product: [CH3:8][O:9][C:10]1[CH:11]=[C:12]2[C:21](=[CH:22][CH:23]=1)[N:20]=[CH:19][C:18]1[O:17][CH2:16][C:15](=[O:34])[CH2:14][C:13]2=1. The catalyst class is: 426. (6) Reactant: [C:1]1(=[O:11])[NH:5][C:4](=[O:6])[C:3]2=[CH:7][CH:8]=[CH:9][CH:10]=[C:2]12.[H-].[Na+].Br[CH2:15][C:16]([F:22])=[CH:17][C:18]([F:21])([F:20])[F:19]. Product: [F:22]/[C:16](=[CH:17]\[C:18]([F:21])([F:20])[F:19])/[CH2:15][N:5]1[C:1](=[O:11])[C:2]2[C:3](=[CH:7][CH:8]=[CH:9][CH:10]=2)[C:4]1=[O:6]. The catalyst class is: 1.